Dataset: Catalyst prediction with 721,799 reactions and 888 catalyst types from USPTO. Task: Predict which catalyst facilitates the given reaction. (1) Reactant: C(N(C(C)C)C(C)C)C.Cl[Si](C)(C)C.[CH3:15][NH:16][C:17]1[CH:22]=[CH:21][C:20]([CH2:23][CH2:24][OH:25])=[CH:19][CH:18]=1.[C:26](Cl)(Cl)=[O:27].[OH:30][C:31]1[N:36]=[CH:35][C:34]([N:37]2[C:42](=[O:43])[CH2:41][C:40]([CH3:45])([CH3:44])[CH2:39][C:38]2=[O:46])=[CH:33][CH:32]=1. Product: [CH3:45][C:40]1([CH3:44])[CH2:41][C:42](=[O:43])[N:37]([C:34]2[CH:35]=[N:36][C:31]([O:30][C:26](=[O:27])[N:16]([C:17]3[CH:22]=[CH:21][C:20]([CH2:23][CH2:24][OH:25])=[CH:19][CH:18]=3)[CH3:15])=[CH:32][CH:33]=2)[C:38](=[O:46])[CH2:39]1. The catalyst class is: 4. (2) Reactant: [N+:1]([C:4]1[CH:13]=[CH:12][C:7]([C:8]([O:10][CH3:11])=[O:9])=[C:6]([C:14]([F:17])([F:16])[F:15])[CH:5]=1)([O-])=O.O.O.[Sn](Cl)(Cl)(Cl)Cl. Product: [NH2:1][C:4]1[CH:13]=[CH:12][C:7]([C:8]([O:10][CH3:11])=[O:9])=[C:6]([C:14]([F:15])([F:16])[F:17])[CH:5]=1. The catalyst class is: 25. (3) Reactant: [CH3:1][C:2]1[C:3](=[O:14])[C:4]([CH3:13])([CH2:8][CH:9]=[C:10]([CH3:12])[CH3:11])[CH2:5][CH2:6][CH:7]=1.[CH3:15][Mg]Cl. Product: [CH3:15][C:3]1([OH:14])[C:4]([CH3:13])([CH2:8][CH:9]=[C:10]([CH3:12])[CH3:11])[CH2:5][CH2:6][CH:7]=[C:2]1[CH3:1]. The catalyst class is: 182. (4) Reactant: [F:1][C:2]1[CH:7]=[CH:6][C:5]([C:8]2[C:13](/[CH:14]=[CH:15]/[C:16](OC)=[O:17])=[C:12]([CH:20]([CH3:22])[CH3:21])[N:11]=[C:10]([N:23]([CH3:28])[S:24]([CH3:27])(=[O:26])=[O:25])[N:9]=2)=[CH:4][CH:3]=1.[H-].C([Al+]CC(C)C)C(C)C.Cl. Product: [F:1][C:2]1[CH:3]=[CH:4][C:5]([C:8]2[C:13]([CH2:14]/[CH:15]=[CH:16]/[OH:17])=[C:12]([CH:20]([CH3:22])[CH3:21])[N:11]=[C:10]([N:23]([CH3:28])[S:24]([CH3:27])(=[O:26])=[O:25])[N:9]=2)=[CH:6][CH:7]=1. The catalyst class is: 11. (5) Reactant: [Cl:1][C:2]1[CH:10]=[CH:9][CH:8]=[C:7]2[C:3]=1[C:4]([C:11]([NH:13][CH2:14][C:15]1([OH:23])[CH2:20][CH2:19][CH2:18][C:17]([F:22])([F:21])[CH2:16]1)=[O:12])=[CH:5][NH:6]2.C(OC([N:31]1[CH2:35][CH2:34][CH:33](O)[CH2:32]1)=O)(C)(C)C.C(P(=CC#N)(CCCC)CCCC)CCC. Product: [Cl:1][C:2]1[CH:10]=[CH:9][CH:8]=[C:7]2[C:3]=1[C:4]([C:11]([NH:13][CH2:14][C:15]1([OH:23])[CH2:20][CH2:19][CH2:18][C:17]([F:22])([F:21])[CH2:16]1)=[O:12])=[CH:5][N:6]2[CH:33]1[CH2:34][CH2:35][NH:31][CH2:32]1. The catalyst class is: 11. (6) Reactant: [OH:1][CH2:2][CH2:3][CH2:4][N:5]1[C:9]2=[N:10][CH:11]=[CH:12][C:13]([CH2:14][CH2:15][C:16]3[CH:21]=[CH:20][C:19]([O:22]C(=O)C(C)(C)C)=[CH:18][CH:17]=3)=[C:8]2[C:7]([O:29][C@@H:30]2[O:38][C@H:37]([CH:39](C(=O)C(C)(C)C)[OH:40])[C@@:35](C(=O)C(C)(C)C)([OH:36])[C@:33](C(=O)C(C)(C)C)([OH:34])[C@@:31]2(C(=O)C(C)(C)C)[OH:32])=[N:6]1.C[O-].[Na+]. Product: [C@@H:30]1([O:29][C:7]2[C:8]3[C:9](=[N:10][CH:11]=[CH:12][C:13]=3[CH2:14][CH2:15][C:16]3[CH:17]=[CH:18][C:19]([OH:22])=[CH:20][CH:21]=3)[N:5]([CH2:4][CH2:3][CH2:2][OH:1])[N:6]=2)[O:38][C@H:37]([CH2:39][OH:40])[C@@H:35]([OH:36])[C@H:33]([OH:34])[C@H:31]1[OH:32]. The catalyst class is: 5. (7) Reactant: [CH3:1][S:2]([C:5]1[CH:13]=[CH:12][C:8]([C:9]([OH:11])=[O:10])=[C:7]([CH2:14][S:15][CH3:16])[C:6]=1F)(=[O:4])=[O:3].[CH3:18][O:19][CH2:20][CH2:21][NH2:22].Cl. Product: [CH3:1][S:2]([C:5]1[CH:13]=[CH:12][C:8]([C:9]([OH:11])=[O:10])=[C:7]([CH2:14][S:15][CH3:16])[C:6]=1[NH:22][CH2:21][CH2:20][O:19][CH3:18])(=[O:4])=[O:3]. The catalyst class is: 6.